Dataset: Catalyst prediction with 721,799 reactions and 888 catalyst types from USPTO. Task: Predict which catalyst facilitates the given reaction. Reactant: [NH2:1][C@H:2]([C:27]([O:29][CH3:30])=[O:28])[CH2:3][CH2:4][CH2:5][NH:6][C:7](=[NH:26])[NH:8][S:9]([C:12]1[C:24]([CH3:25])=[C:23]2[C:17]([O:18][C:19]([CH2:22]2)([CH3:21])[CH3:20])=[C:15]([CH3:16])[C:13]=1[CH3:14])(=[O:11])=[O:10].C1C=CC2N(O)N=NC=2C=1.CCN=C=NCCCN(C)C.Cl.[NH:53]([C:62]([O:64][C:65]([CH3:68])([CH3:67])[CH3:66])=[O:63])[C@H:54]([C:59](O)=[O:60])[CH2:55][CH:56]([CH3:58])[CH3:57].O. Product: [NH:53]([C:62]([O:64][C:65]([CH3:67])([CH3:66])[CH3:68])=[O:63])[C@H:54]([C:59]([NH:1][C@H:2]([C:27]([O:29][CH3:30])=[O:28])[CH2:3][CH2:4][CH2:5][NH:6][C:7](=[NH:26])[NH:8][S:9]([C:12]1[C:24]([CH3:25])=[C:23]2[C:17]([O:18][C:19]([CH2:22]2)([CH3:21])[CH3:20])=[C:15]([CH3:16])[C:13]=1[CH3:14])(=[O:11])=[O:10])=[O:60])[CH2:55][CH:56]([CH3:58])[CH3:57]. The catalyst class is: 56.